Predict the product of the given reaction. From a dataset of Forward reaction prediction with 1.9M reactions from USPTO patents (1976-2016). The product is: [NH2:31][C:29]1[S:30][C:13]2[C:12]([O:11][C@@H:10]([CH3:32])[CH2:9][OH:8])=[N:17][C:16]([S:18][CH2:19][C:20]3[CH:25]=[CH:24][CH:23]=[C:22]([F:26])[C:21]=3[F:27])=[N:15][C:14]=2[N:28]=1. Given the reactants [Si]([O:8][CH2:9][C@H:10]([CH3:32])[O:11][C:12]1[C:13]2[S:30][C:29]([NH2:31])=[N:28][C:14]=2[N:15]=[C:16]([S:18][CH2:19][C:20]2[CH:25]=[CH:24][CH:23]=[C:22]([F:26])[C:21]=2[F:27])[N:17]=1)(C(C)(C)C)(C)C.CCCC[N+](CCCC)(CCCC)CCCC.[F-], predict the reaction product.